Dataset: Reaction yield outcomes from USPTO patents with 853,638 reactions. Task: Predict the reaction yield, written as a fraction of the theoretical maximum amount of product (1.0 means a 100% yield; for example, 0.34 means a 34% yield). (1) The reactants are [F:1][C:2]1[CH:3]=[C:4]([CH:11]([CH3:15])[C:12]([OH:14])=[O:13])[CH:5]=[CH:6][C:7]=1[N+:8]([O-:10])=[O:9].[CH3:16]O. The catalyst is OS(O)(=O)=O. The product is [F:1][C:2]1[CH:3]=[C:4]([CH:11]([CH3:15])[C:12]([O:14][CH3:16])=[O:13])[CH:5]=[CH:6][C:7]=1[N+:8]([O-:10])=[O:9]. The yield is 0.930. (2) The reactants are [NH2:1][C:2]1[S:3][C:4]2[C:10]([C:11]3[CH:16]=[CH:15][CH:14]=[CH:13][CH:12]=3)=[CH:9][C:8]([O:17][CH3:18])=[CH:7][C:5]=2[N:6]=1.C(N(CC)CC)C.[CH3:26][C:27]1[S:31][C:30]([C:32](Cl)=[O:33])=[CH:29][CH:28]=1.[OH-].[Na+]. The catalyst is ClCCl. The product is [CH3:18][O:17][C:8]1[CH:9]=[C:10]([C:11]2[CH:16]=[CH:15][CH:14]=[CH:13][CH:12]=2)[C:4]2[S:3][C:2]([NH:1][C:32]([C:30]3[S:31][C:27]([CH3:26])=[CH:28][CH:29]=3)=[O:33])=[N:6][C:5]=2[CH:7]=1. The yield is 0.0500. (3) The reactants are [N:1]([CH2:4][C@H:5]([CH3:26])[C@@H:6]([O:18][Si:19]([C:22]([CH3:25])([CH3:24])[CH3:23])([CH3:21])[CH3:20])[C@H:7]([NH:10][C:11](=[O:17])[O:12][C:13]([CH3:16])([CH3:15])[CH3:14])[CH2:8][OH:9])=[N+:2]=[N-:3].[CH3:27][S:28](Cl)(=[O:30])=[O:29]. The catalyst is N1C=CC=CC=1.CN(C1C=CN=CC=1)C.CCOC(C)=O. The product is [CH3:27][S:28]([O:9][CH2:8][C@@H:7]([NH:10][C:11]([O:12][C:13]([CH3:16])([CH3:14])[CH3:15])=[O:17])[C@H:6]([O:18][Si:19]([C:22]([CH3:25])([CH3:24])[CH3:23])([CH3:20])[CH3:21])[C@@H:5]([CH3:26])[CH2:4][N:1]=[N+:2]=[N-:3])(=[O:30])=[O:29]. The yield is 0.880.